From a dataset of Full USPTO retrosynthesis dataset with 1.9M reactions from patents (1976-2016). Predict the reactants needed to synthesize the given product. (1) Given the product [N:1]1([C:6]2[CH:7]=[CH:8][C:9]([CH:12]([O:16][CH3:17])[C:13]([O:15][CH3:25])=[O:14])=[CH:10][CH:11]=2)[CH:5]=[CH:4][CH:3]=[N:2]1, predict the reactants needed to synthesize it. The reactants are: [N:1]1([C:6]2[CH:11]=[CH:10][C:9]([CH:12]([O:16][CH3:17])[C:13]([O-:15])=[O:14])=[CH:8][CH:7]=2)[CH:5]=[CH:4][CH:3]=[N:2]1.[K+].S(=O)(=O)(O)O.O.[C:25]([O-])(O)=O.[Na+]. (2) Given the product [CH3:1][N:2]([CH2:13][C:14]1[N:18]([CH2:19][C:20]([NH:22][CH2:23][CH2:24][NH:67][C:68](=[O:74])[O:69][C:70]([CH3:73])([CH3:72])[CH3:71])=[O:21])[C:17]2[CH:34]=[CH:35][CH:36]=[CH:37][C:16]=2[N:15]=1)[CH:3]1[C:12]2[N:11]=[CH:10][CH:9]=[CH:8][C:7]=2[CH2:6][CH2:5][CH2:4]1, predict the reactants needed to synthesize it. The reactants are: [CH3:1][N:2]([CH2:13][C:14]1[N:18]([CH2:19][C:20]([NH:22][CH2:23][CH2:24]CNC(=O)OC(C)(C)C)=[O:21])[C:17]2[CH:34]=[CH:35][CH:36]=[CH:37][C:16]=2[N:15]=1)[CH:3]1[C:12]2[N:11]=[CH:10][CH:9]=[CH:8][C:7]=2[CH2:6][CH2:5][CH2:4]1.CN(CC1N(CC(O)=O)C2C=CC=CC=2N=1)C1C2N=CC=CC=2CCC1.NCC[NH:67][C:68](=[O:74])[O:69][C:70]([CH3:73])([CH3:72])[CH3:71]. (3) Given the product [O:2]=[C:1]1[N:24]([CH:25]2[CH2:30][CH2:29][N:28]([C:31]([O:33][CH2:34][CH3:35])=[O:32])[CH2:27][CH2:26]2)[C:15]2[CH:16]=[C:17]([C:20]([F:22])([F:23])[F:21])[CH:18]=[CH:19][C:14]=2[NH:13]1, predict the reactants needed to synthesize it. The reactants are: [C:1](N1C=CN=C1)(N1C=CN=C1)=[O:2].[NH2:13][C:14]1[CH:19]=[CH:18][C:17]([C:20]([F:23])([F:22])[F:21])=[CH:16][C:15]=1[NH:24][CH:25]1[CH2:30][CH2:29][N:28]([C:31]([O:33][CH2:34][CH3:35])=[O:32])[CH2:27][CH2:26]1.